This data is from Reaction yield outcomes from USPTO patents with 853,638 reactions. The task is: Predict the reaction yield, written as a fraction of the theoretical maximum amount of product (1.0 means a 100% yield; for example, 0.34 means a 34% yield). (1) The reactants are Cl[C:2]1[N:7]2[N:8]=[C:9](C)[CH:10]=[C:6]2[N:5]=[C:4]([NH:12][C:13](=[O:24])[C:14]2[CH:19]=[CH:18][C:17]([C:20]([OH:23])([CH3:22])[CH3:21])=[CH:16][CH:15]=2)[CH:3]=1.[NH:25]1[CH2:30][CH2:29][CH:28]([C:31]([O:33][CH3:34])=[O:32])[CH2:27][CH2:26]1. The catalyst is O1CCOCC1.CS(C)=O.CO. The product is [OH:23][C:20]([C:17]1[CH:16]=[CH:15][C:14]([C:13]([NH:12][C:4]2[CH:3]=[C:2]([N:25]3[CH2:30][CH2:29][CH:28]([C:31]([O:33][CH3:34])=[O:32])[CH2:27][CH2:26]3)[N:7]3[N:8]=[CH:9][CH:10]=[C:6]3[N:5]=2)=[O:24])=[CH:19][CH:18]=1)([CH3:22])[CH3:21]. The yield is 0.280. (2) The catalyst is C(OCC)(=O)C. The yield is 0.270. The reactants are [N+:1]([C:4]1[CH:5]=[N:6][CH:7]=[CH:8][C:9]=1[C:10]1[CH2:15][CH2:14][CH2:13][CH:12](O)[CH:11]=1)([O-:3])=[O:2].O1CCOCC1.CC1C=CC(S(O)(=O)=O)=CC=1.C([O-])(O)=O.[Na+]. The product is [C:10]1([C:9]2[CH:8]=[CH:7][N:6]=[CH:5][C:4]=2[N+:1]([O-:3])=[O:2])[CH2:15][CH2:14][CH:13]=[CH:12][CH:11]=1. (3) The reactants are Br[C:2]1[CH:3]=[N:4][CH:5]=[C:6]([O:8][CH2:9][C:10]([F:13])([F:12])[F:11])[CH:7]=1.[CH2:14]([O:16][C:17]([O:23][CH2:24][CH3:25])([O:20][CH2:21][CH3:22])[C:18]#[CH:19])[CH3:15]. No catalyst specified. The product is [CH2:24]([O:23][C:17]([O:16][CH2:14][CH3:15])([O:20][CH2:21][CH3:22])[C:18]#[C:19][C:2]1[CH:3]=[N:4][CH:5]=[C:6]([O:8][CH2:9][C:10]([F:13])([F:12])[F:11])[CH:7]=1)[CH3:25]. The yield is 0.460. (4) The reactants are [Cl:1][C:2]1[CH:3]=[CH:4][C:5]([O:11][C:12]([F:15])([F:14])[F:13])=[C:6]2[C:10]=1[NH:9][CH:8]=[CH:7]2.[OH-].[K+].[CH3:18][O:19][CH2:20][CH2:21]Br. The catalyst is CS(C)=O. The product is [Cl:1][C:2]1[CH:3]=[CH:4][C:5]([O:11][C:12]([F:15])([F:13])[F:14])=[C:6]2[C:10]=1[N:9]([CH2:21][CH2:20][O:19][CH3:18])[CH:8]=[CH:7]2. The yield is 0.690.